This data is from Catalyst prediction with 721,799 reactions and 888 catalyst types from USPTO. The task is: Predict which catalyst facilitates the given reaction. (1) Reactant: Br[C:2]1[CH:7]=[CH:6][C:5]([C:8]2[N:9]([C:24]3[CH:29]=[CH:28][C:27]([Cl:30])=[CH:26][CH:25]=3)[C:10](=[O:23])[C:11]3[CH:16]=[N:15][N:14]([C:17]4[CH:22]=[CH:21][CH:20]=[CH:19][CH:18]=4)[C:12]=3[N:13]=2)=[CH:4][CH:3]=1.[B:31]1([B:31]2[O:35][C:34]([CH3:37])([CH3:36])[C:33]([CH3:39])([CH3:38])[O:32]2)[O:35][C:34]([CH3:37])([CH3:36])[C:33]([CH3:39])([CH3:38])[O:32]1.CC([O-])=O.[K+]. Product: [Cl:30][C:27]1[CH:26]=[CH:25][C:24]([N:9]2[C:10](=[O:23])[C:11]3[CH:16]=[N:15][N:14]([C:17]4[CH:22]=[CH:21][CH:20]=[CH:19][CH:18]=4)[C:12]=3[N:13]=[C:8]2[C:5]2[CH:4]=[CH:3][C:2]([B:31]3[O:35][C:34]([CH3:37])([CH3:36])[C:33]([CH3:39])([CH3:38])[O:32]3)=[CH:7][CH:6]=2)=[CH:29][CH:28]=1. The catalyst class is: 140. (2) Reactant: Cl[CH2:2][C:3]([NH:5][C:6]1[C:14]2[C:9](=[CH:10][C:11]([Cl:15])=[CH:12][CH:13]=2)[NH:8][N:7]=1)=[O:4].[CH3:16][N:17]([CH3:21])[CH2:18][CH2:19][NH2:20]. Product: [Cl:15][C:11]1[CH:10]=[C:9]2[C:14]([C:6]([NH:5][C:3](=[O:4])[CH2:2][NH:20][CH2:19][CH2:18][N:17]([CH3:21])[CH3:16])=[N:7][NH:8]2)=[CH:13][CH:12]=1. The catalyst class is: 10. (3) Reactant: [O:1]1[C:5]2([CH2:10][CH2:9][C:8]([C:11]3[CH:19]=[CH:18][C:14]([C:15]([OH:17])=[O:16])=[CH:13][CH:12]=3)=[CH:7][CH2:6]2)[O:4][CH2:3][CH2:2]1.IC.[C:22](=O)([O-])[O-].[Cs+].[Cs+]. Product: [O:1]1[C:5]2([CH2:10][CH2:9][C:8]([C:11]3[CH:12]=[CH:13][C:14]([C:15]([O:17][CH3:22])=[O:16])=[CH:18][CH:19]=3)=[CH:7][CH2:6]2)[O:4][CH2:3][CH2:2]1. The catalyst class is: 18. (4) Reactant: [CH3:1][C:2]([NH:10][C:11]([C:13]1[S:14][C:15]2[N:20](C(OC(C)(C)C)=O)[N:19]=[C:18]([NH:28][C:29](=[O:42])[C:30]3[CH:35]=[CH:34][C:33]([N:36]4[CH2:41][CH2:40][O:39][CH2:38][CH2:37]4)=[CH:32][CH:31]=3)[C:16]=2[N:17]=1)=[O:12])([C:4]1[CH:9]=[CH:8][CH:7]=[CH:6][CH:5]=1)[CH3:3].Cl.[Cl-].[Na+]. Product: [CH3:3][C:2]([NH:10][C:11]([C:13]1[S:14][C:15]2[NH:20][N:19]=[C:18]([NH:28][C:29](=[O:42])[C:30]3[CH:35]=[CH:34][C:33]([N:36]4[CH2:41][CH2:40][O:39][CH2:38][CH2:37]4)=[CH:32][CH:31]=3)[C:16]=2[N:17]=1)=[O:12])([C:4]1[CH:5]=[CH:6][CH:7]=[CH:8][CH:9]=1)[CH3:1]. The catalyst class is: 714. (5) Reactant: [Cl:1][C:2]1[N:7]=[C:6]([Cl:8])[C:5]([O:9][CH2:10][C:11]([OH:13])=O)=[C:4]([N:14]2[CH2:19][CH2:18][O:17][CH2:16][CH2:15]2)[N:3]=1.C1N=CN(C(N2C=[N:30][CH:29]=[CH:28]2)=O)C=1.C(N(CC)CC)C.Cl.[CH3:40][O:41]NC. Product: [Cl:1][C:2]1[N:7]=[C:6]([Cl:8])[C:5]([O:9][CH2:10][C:11]([N:30]([O:41][CH3:40])[CH2:29][CH3:28])=[O:13])=[C:4]([N:14]2[CH2:19][CH2:18][O:17][CH2:16][CH2:15]2)[N:3]=1. The catalyst class is: 2. (6) Reactant: [OH:1][CH2:2][C@H:3]1[CH2:7][CH2:6][CH2:5][N:4]1[C:8]([O:10][C:11]([CH3:14])([CH3:13])[CH3:12])=[O:9].[H-].[Na+].Br[CH2:18][C:19]([CH3:21])=[CH2:20].O. Product: [CH3:20][C:19](=[CH2:18])[CH2:21][O:1][CH2:2][C@H:3]1[CH2:7][CH2:6][CH2:5][N:4]1[C:8]([O:10][C:11]([CH3:14])([CH3:13])[CH3:12])=[O:9]. The catalyst class is: 39. (7) The catalyst class is: 4. Reactant: [O:1]1[CH2:6][CH2:5][CH2:4][O:3][CH:2]1[CH2:7][CH2:8][CH2:9][C:10]([OH:12])=O.CN.Cl.[CH3:16][N:17](C)CCCN=C=NCC.OC1C2N=NNC=2C=CC=1. Product: [O:1]1[CH2:6][CH2:5][CH2:4][O:3][CH:2]1[CH2:7][CH2:8][CH2:9][C:10]([NH:17][CH3:16])=[O:12].